This data is from Retrosynthesis with 50K atom-mapped reactions and 10 reaction types from USPTO. The task is: Predict the reactants needed to synthesize the given product. (1) The reactants are: CCOC(=O)C(N)CNC(=O)C1CCN(c2ccncc2)CC1.O=S(=O)(Cl)c1ccc2ccccc2c1. Given the product CCOC(=O)C(CNC(=O)C1CCN(c2ccncc2)CC1)NS(=O)(=O)c1ccc2ccccc2c1, predict the reactants needed to synthesize it. (2) The reactants are: CCCCN1CCN(C(=O)c2ccc(C=O)cc2)CC1.CNC. Given the product CCCCN1CCN(C(=O)c2ccc(CN(C)C)cc2)CC1, predict the reactants needed to synthesize it. (3) Given the product CS(=O)(=O)OC1CC(=O)N(Cc2ccc(C(=O)c3ccccc3)cc2)C1, predict the reactants needed to synthesize it. The reactants are: CS(=O)(=O)Cl.O=C(c1ccccc1)c1ccc(CN2CC(O)CC2=O)cc1. (4) Given the product CCOC(=O)c1cnn(-c2cccc(-c3ccccc3OCc3ccc(C4CCN(C(=O)OC(C)(C)C)CC4)cc3)n2)c1C(F)(F)C(F)(F)F, predict the reactants needed to synthesize it. The reactants are: CCOC(=O)c1cnn(-c2cccc(-c3ccccc3OCc3ccc(C4=CCN(C(=O)OC(C)(C)C)CC4)cc3)n2)c1C(F)(F)C(F)(F)F.